From a dataset of Forward reaction prediction with 1.9M reactions from USPTO patents (1976-2016). Predict the product of the given reaction. (1) Given the reactants [O-]P1(OP([O-])(=O)OP([O-])(=O)OP([O-])(=O)O1)=O.[Na+].[Na+].[Na+].[Na+].CCO[C:24]([CH3:26])=O.[OH:27][CH2:28][C:29]1[C:30]([C:44]([OH:46])=O)=[N:31][O:32][C:33]=1[C:34]1[CH:39]=[CH:38][C:37]([C:40]([F:43])([F:42])[F:41])=[CH:36][CH:35]=1.[CH2:47]([N:49](CC)CC)[CH3:48].[CH2:54](Cl)Cl, predict the reaction product. The product is: [OH:27][CH2:28][C:29]1[C:30]([C:44]([NH:49][C@H:47]([CH:24]([CH3:26])[CH3:54])[CH3:48])=[O:46])=[N:31][O:32][C:33]=1[C:34]1[CH:35]=[CH:36][C:37]([C:40]([F:43])([F:41])[F:42])=[CH:38][CH:39]=1. (2) Given the reactants [Br:1][C:2]1[CH:3]=[C:4]([CH2:9][CH2:10][C:11]#[N:12])[CH:5]=[CH:6][C:7]=1[F:8].CO.C([Cl:18])(=O)C.[NH3:19], predict the reaction product. The product is: [ClH:18].[Br:1][C:2]1[CH:3]=[C:4]([CH2:9][CH2:10][C:11](=[NH:19])[NH2:12])[CH:5]=[CH:6][C:7]=1[F:8]. (3) Given the reactants [Cl:1][C:2]1[C:10]([F:11])=[C:9]([F:12])[CH:8]=[CH:7][C:3]=1[C:4](O)=[O:5].S(Cl)(Cl)=O.[NH3:17], predict the reaction product. The product is: [Cl:1][C:2]1[C:10]([F:11])=[C:9]([F:12])[CH:8]=[CH:7][C:3]=1[C:4]([NH2:17])=[O:5]. (4) Given the reactants Br[C:2]1[CH:7]=[CH:6][CH:5]=[C:4]([Br:8])[N:3]=1.[C:9]1([OH:15])[CH:14]=[CH:13][CH:12]=[CH:11][CH:10]=1.CC(C)([O-])C.[K+].C(OCC)(=O)C, predict the reaction product. The product is: [Br:8][C:4]1[CH:5]=[CH:6][CH:7]=[C:2]([O:15][C:9]2[CH:14]=[CH:13][CH:12]=[CH:11][CH:10]=2)[N:3]=1. (5) Given the reactants C([O-])(O)=O.[Na+].Cl.[NH2:7][OH:8].O[CH2:10][CH2:11][CH2:12][C@@:13]([CH3:28])([S:24]([CH3:27])(=[O:26])=[O:25])[C:14]([O:16][CH2:17][C:18]1[CH:23]=[CH:22][CH:21]=[CH:20][CH:19]=1)=[O:15], predict the reaction product. The product is: [OH:8][N:7]=[CH:10][CH2:11][CH2:12][C@@:13]([CH3:28])([S:24]([CH3:27])(=[O:26])=[O:25])[C:14]([O:16][CH2:17][C:18]1[CH:23]=[CH:22][CH:21]=[CH:20][CH:19]=1)=[O:15]. (6) Given the reactants [Br:1][C:2]1[C:11]2[C:6](=[CH:7][CH:8]=[CH:9][CH:10]=2)[C:5]([O:12][S:13]([C:16]([F:19])([F:18])[F:17])(=[O:15])=[O:14])=[C:4]([C:20](=[O:26])[C:21]([O:23][CH2:24][CH3:25])=[O:22])[C:3]=1[CH3:27].C(=O)=O.CC#N.[B]1OC2C(=CC=CC=2)O1.C([O-])([O-])=O.[Na+].[Na+], predict the reaction product. The product is: [Br:1][C:2]1[C:11]2[C:6](=[CH:7][CH:8]=[CH:9][CH:10]=2)[C:5]([O:12][S:13]([C:16]([F:18])([F:17])[F:19])(=[O:14])=[O:15])=[C:4]([C@H:20]([OH:26])[C:21]([O:23][CH2:24][CH3:25])=[O:22])[C:3]=1[CH3:27]. (7) The product is: [Cl:1][C:2]1[NH:6][N:5]=[C:4]([C:13]([F:16])([F:15])[F:14])[CH:3]=1. Given the reactants [Cl:1][C:2]1[N:6](S(N(C)C)(=O)=O)[N:5]=[C:4]([C:13]([F:16])([F:15])[F:14])[CH:3]=1.FC(F)(F)C(O)=O, predict the reaction product. (8) Given the reactants Br[C:2]1[CH:3]=[N:4][C:5]2[N:6]([CH:8]=[C:9]([CH2:11][O:12][C:13]3[CH:18]=[CH:17][CH:16]=[C:15]([F:19])[CH:14]=3)[N:10]=2)[CH:7]=1.[F:20][C:21]([F:32])([F:31])[C:22]1[N:27]=[CH:26][C:25](B(O)O)=[CH:24][CH:23]=1, predict the reaction product. The product is: [F:19][C:15]1[CH:14]=[C:13]([CH:18]=[CH:17][CH:16]=1)[O:12][CH2:11][C:9]1[N:10]=[C:5]2[N:4]=[CH:3][C:2]([C:25]3[CH:26]=[N:27][C:22]([C:21]([F:32])([F:31])[F:20])=[CH:23][CH:24]=3)=[CH:7][N:6]2[CH:8]=1. (9) Given the reactants ClC1C=CC(O[C:7]([N:9](C)[CH2:10][CH2:11][C@H:12]2[CH2:17][CH2:16][C@H:15]([C:18]([OH:20])=[O:19])[CH2:14][CH2:13]2)=O)=CC=1.OC1CCNCC1.ClC1C=CC(OC(=O)N(CC[C@H]2CC[C@H](C(N3CCC(O)CC3)=O)CC2)C)=CC=1, predict the reaction product. The product is: [CH3:7][NH:9][CH2:10][CH2:11][C@H:12]1[CH2:17][CH2:16][C@H:15]([C:18]([OH:20])=[O:19])[CH2:14][CH2:13]1.